This data is from Full USPTO retrosynthesis dataset with 1.9M reactions from patents (1976-2016). The task is: Predict the reactants needed to synthesize the given product. (1) Given the product [OH:21][CH:15]([CH2:14][CH2:13][C:4]1[CH:5]=[CH:6][C:7]([O:11][CH3:12])=[C:8]([O:9][CH3:10])[C:3]=1[O:2][CH3:1])[CH2:16][C:17]([O:19][CH3:20])=[O:18], predict the reactants needed to synthesize it. The reactants are: [CH3:1][O:2][C:3]1[C:8]([O:9][CH3:10])=[C:7]([O:11][CH3:12])[CH:6]=[CH:5][C:4]=1[CH2:13][CH2:14][C:15](=[O:21])[CH2:16][C:17]([O:19][CH3:20])=[O:18].[BH4-].[Na+]. (2) Given the product [Br:1][C:2]1[CH:7]=[CH:6][C:5]([O:8][CH2:18][C:19]2[CH:24]=[CH:23][C:22]([O:25][CH3:26])=[CH:21][CH:20]=2)=[C:4]([F:9])[C:3]=1[F:10], predict the reactants needed to synthesize it. The reactants are: [Br:1][C:2]1[CH:7]=[CH:6][C:5]([OH:8])=[C:4]([F:9])[C:3]=1[F:10].C(=O)([O-])[O-].[K+].[K+].Cl[CH2:18][C:19]1[CH:24]=[CH:23][C:22]([O:25][CH3:26])=[CH:21][CH:20]=1. (3) Given the product [C:1]1([C:10]2[CH:15]=[CH:14][C:13]([C:16]([O:18][CH2:29][CH2:24][CH2:25][CH3:26])=[O:17])=[CH:12][CH:11]=2)[CH:6]=[CH:5][C:4]([C:7]([O:9][CH2:19][CH2:20][CH2:21][CH3:22])=[O:8])=[CH:3][CH:2]=1, predict the reactants needed to synthesize it. The reactants are: [C:1]1([C:10]2[CH:15]=[CH:14][C:13]([C:16]([OH:18])=[O:17])=[CH:12][CH:11]=2)[CH:6]=[CH:5][C:4]([C:7]([OH:9])=[O:8])=[CH:3][CH:2]=1.[CH2:19](O)[CH2:20][CH2:21][CH3:22].[C:24]1(C)[CH:29]=CC=[CH:26][CH:25]=1.C1(C)C=CC(S(O)(=O)=O)=CC=1. (4) Given the product [Br:46][C:30]1[CH:29]=[CH:28][C:27]2[N:26]=[CH:25][C:24]3=[N:23][S:48][C:34]([C:35]4[CH:36]=[CH:37][C:38]([C:41]([CH3:44])([CH3:45])[C:42]#[N:43])=[CH:39][CH:40]=4)=[C:33]3[C:32]=2[CH:31]=1, predict the reactants needed to synthesize it. The reactants are: BrC1C=C2C(=CC=1)NC=C2CC1C=CC(C(C)(C)C#N)=CC=1.[NH2:23][C:24]1[CH:25]=[N:26][C:27]2[C:32]([C:33]=1[CH2:34][C:35]1[CH:40]=[CH:39][C:38]([C:41]([CH3:45])([CH3:44])[C:42]#[N:43])=[CH:37][CH:36]=1)=[CH:31][C:30]([Br:46])=[CH:29][CH:28]=2.O=[S:48](Cl)Cl. (5) Given the product [NH2:18][CH:19]([CH2:6][C:5]1[CH:8]=[CH:9][C:2]([Cl:1])=[CH:3][C:4]=1[N+:10]([O-:12])=[O:11])[C:20]([OH:22])=[O:21], predict the reactants needed to synthesize it. The reactants are: [Cl:1][C:2]1[CH:9]=[CH:8][C:5]([CH2:6]Cl)=[C:4]([N+:10]([O-:12])=[O:11])[CH:3]=1.C(C(CC)C([NH:18][CH:19](C([O-])=O)[C:20]([O-:22])=[O:21])=O)C. (6) Given the product [Br:10][C:11]1[CH:12]=[C:13]([C:14](=[O:15])[CH2:6][CH2:5][C:2]([F:4])([F:3])[F:1])[CH:20]=[CH:21][CH:22]=1, predict the reactants needed to synthesize it. The reactants are: [F:1][C:2]([CH2:5][CH3:6])([F:4])[F:3].[Br-].[Mg+2].[Br-].[Br:10][C:11]1[CH:12]=[C:13]([CH:20]=[CH:21][CH:22]=1)[C:14](N(OC)C)=[O:15].